From a dataset of Full USPTO retrosynthesis dataset with 1.9M reactions from patents (1976-2016). Predict the reactants needed to synthesize the given product. (1) Given the product [N+:1]([C:4]1[CH:5]=[C:6]2[C:11](=[O:12])[N:15]([CH2:16][C:17]([OH:19])=[O:18])[C:8](=[O:10])[C:7]2=[CH:13][CH:14]=1)([O-:3])=[O:2], predict the reactants needed to synthesize it. The reactants are: [N+:1]([C:4]1[CH:5]=[C:6]2[C:11](=[O:12])[O:10][C:8](=O)[C:7]2=[CH:13][CH:14]=1)([O-:3])=[O:2].[NH2:15][CH2:16][C:17]([OH:19])=[O:18]. (2) Given the product [Cl:15][C:13]1[CH:12]=[CH:11][C:8]2=[C:7]3[C:14]=1[CH2:1][N:2]([CH3:19])[S:3](=[O:4])(=[O:5])[C:6]3=[CH:10][S:9]2, predict the reactants needed to synthesize it. The reactants are: [CH3:1][NH:2][S:3]([C:6]1[C:7]2[CH:14]=[C:13]([Cl:15])[CH:12]=[CH:11][C:8]=2[S:9][CH:10]=1)(=[O:5])=[O:4].O1CC[CH2:19]OO1. (3) The reactants are: C(OC([N:6]=[S:7]([C:10]1[CH:15]=[CH:14][CH:13]=[C:12]([CH2:16][O:17][C:18]2[CH:27]=[C:26]3[C:21]([C:22]([NH:28][CH:29]([CH3:31])[CH3:30])=[N:23][CH:24]=[N:25]3)=[CH:20][C:19]=2[O:32][CH3:33])[CH:11]=1)([CH3:9])=[O:8])=O)C.C(O)C.[O-]CC.[Na+]. Given the product [CH:29]([NH:28][C:22]1[C:21]2[C:26](=[CH:27][C:18]([O:17][CH2:16][C:12]3[CH:11]=[C:10]([S:7]([CH3:9])(=[NH:6])=[O:8])[CH:15]=[CH:14][CH:13]=3)=[C:19]([O:32][CH3:33])[CH:20]=2)[N:25]=[CH:24][N:23]=1)([CH3:30])[CH3:31], predict the reactants needed to synthesize it. (4) Given the product [F:1][C:2]1[CH:3]=[C:4]([CH:8]=[CH:9][C:10]=1[OH:11])[C:5]([NH:28][CH2:27][C@H:24]1[CH2:25][CH2:26][C@@H:21]([CH2:20][O:19][C:16]2[CH:15]=[CH:14][C:13]([F:12])=[CH:18][N:17]=2)[CH2:22][CH2:23]1)=[O:7], predict the reactants needed to synthesize it. The reactants are: [F:1][C:2]1[CH:3]=[C:4]([CH:8]=[CH:9][C:10]=1[OH:11])[C:5]([OH:7])=O.[F:12][C:13]1[CH:14]=[CH:15][C:16]([O:19][CH2:20][C@@H:21]2[CH2:26][CH2:25][C@H:24]([CH2:27][NH2:28])[CH2:23][CH2:22]2)=[N:17][CH:18]=1.